This data is from Acute oral toxicity (LD50) regression data from Zhu et al.. The task is: Regression/Classification. Given a drug SMILES string, predict its toxicity properties. Task type varies by dataset: regression for continuous values (e.g., LD50, hERG inhibition percentage) or binary classification for toxic/non-toxic outcomes (e.g., AMES mutagenicity, cardiotoxicity, hepatotoxicity). Dataset: ld50_zhu. The molecule is CC(C)CCC=O. The rat oral LD50 is 1.25, given as -log10 of the dose in mol/kg body weight (higher means more acutely toxic).